This data is from NCI-60 drug combinations with 297,098 pairs across 59 cell lines. The task is: Regression. Given two drug SMILES strings and cell line genomic features, predict the synergy score measuring deviation from expected non-interaction effect. (1) Drug 2: CNC(=O)C1=CC=CC=C1SC2=CC3=C(C=C2)C(=NN3)C=CC4=CC=CC=N4. Cell line: EKVX. Drug 1: CC1=C2C(C(=O)C3(C(CC4C(C3C(C(C2(C)C)(CC1OC(=O)C(C(C5=CC=CC=C5)NC(=O)OC(C)(C)C)O)O)OC(=O)C6=CC=CC=C6)(CO4)OC(=O)C)OC)C)OC. Synergy scores: CSS=48.6, Synergy_ZIP=6.95, Synergy_Bliss=5.11, Synergy_Loewe=-20.1, Synergy_HSA=6.99. (2) Cell line: OVCAR-8. Drug 2: CC1CCC2CC(C(=CC=CC=CC(CC(C(=O)C(C(C(=CC(C(=O)CC(OC(=O)C3CCCCN3C(=O)C(=O)C1(O2)O)C(C)CC4CCC(C(C4)OC)O)C)C)O)OC)C)C)C)OC. Drug 1: CS(=O)(=O)C1=CC(=C(C=C1)C(=O)NC2=CC(=C(C=C2)Cl)C3=CC=CC=N3)Cl. Synergy scores: CSS=26.3, Synergy_ZIP=4.14, Synergy_Bliss=5.89, Synergy_Loewe=-0.255, Synergy_HSA=7.71. (3) Drug 1: C1CCN(CC1)CCOC2=CC=C(C=C2)C(=O)C3=C(SC4=C3C=CC(=C4)O)C5=CC=C(C=C5)O. Drug 2: CC1=C(C=C(C=C1)C(=O)NC2=CC(=CC(=C2)C(F)(F)F)N3C=C(N=C3)C)NC4=NC=CC(=N4)C5=CN=CC=C5. Cell line: MCF7. Synergy scores: CSS=3.15, Synergy_ZIP=-4.04, Synergy_Bliss=-3.68, Synergy_Loewe=-6.69, Synergy_HSA=-4.29.